The task is: Binary Classification. Given a miRNA mature sequence and a target amino acid sequence, predict their likelihood of interaction.. This data is from Experimentally validated miRNA-target interactions with 360,000+ pairs, plus equal number of negative samples. (1) The miRNA is hsa-miR-3137 with sequence UCUGUAGCCUGGGAGCAAUGGGGU. The protein sequence of the target gene is MASSSVPPATVSAATAGPGPGFGFASKTKKKHFVQQKVKVFRAADPLVGVFLWGVAHSINELSQVPPPVMLLPDDFKASSKIKVNNHLFHRENLPSHFKFKEYCPQVFRNLRDRFGIDDQDYLVSLTRNPPSESEGSDGRFLISYDRTLVIKEVSSEDIADMHSNLSNYHQYIVKCHGNTLLPQFLGMYRVSVDNEDSYMLVMRNMFSHRLPVHRKYDLKGSLVSREASDKEKVKELPTLKDMDFLNKNQKVYIGEEEKKIFLEKLKRDVEFLVQLKIMDYSLLLGIHDIIRGSEPEEEA.... Result: 1 (interaction). (2) The miRNA is mmu-miR-325-3p with sequence UUUAUUGAGCACCUCCUAUCAA. The protein sequence of the target gene is MSPPLLKLGAVLSTMAMISNWMSQTLPSLVGLNTTRLSTPDTLTQISPKEGWQVYSSAQDPDGRCICTVVAPEQNLCSRDAKSRQLRQLLEKVQNMSQSIEVLNLRTQRDFQYVLKMETQMKGLKAKFRQIEDDRKTLMTKHFQELKEKMDELLPLIPVLEQYKTDAKLITQFKEEIRNLSAVLTGIQEEIGAYDYEELHQRVLSLETRLRDCMKKLTCGKLMKITGPVTVKTSGTRFGAWMTDPLASEKNNRVWYMDSYTNNKIVREYKSIADFVSGAESRTYNLPFKWAGTNHVVYNG.... Result: 0 (no interaction). (3) The miRNA is hsa-miR-1231 with sequence GUGUCUGGGCGGACAGCUGC. The protein sequence of the target gene is MAQRMTTQLLLLLVWVAVVGEAQTRIAWARTELLNVCMNAKHHKEKPGPEDKLHEQCRPWRKNACCSTNTSQEAHKDVSYLYRFNWNHCGEMAPACKRHFIQDTCLYECSPNLGPWIQQVDQSWRKERVLNVPLCKEDCEQWWEDCRTSYTCKSNWHKGWNWTSGFNKCAVGAACQPFHFYFPTPTVLCNEIWTHSYKVSNYSRGSGRCIQMWFDPAQGNPNEEVARFYAAAMSGAGPWAAWPFLLSLALMLLWLLS. Result: 1 (interaction). (4) Result: 1 (interaction). The protein sequence of the target gene is MDLLFGRRKTPEELLRQNQRALNRAMRELDRERQKLETQEKKIIADIKKMAKQGQMDAVRIMAKDLVRTRRYVRKFVLMRANIQAVSLKIQTLKSNNSMAQAMKGVTKAMGTMNRQLKLPQIQKIMMEFERQAEIMDMKEEMMNDAIDDAMGDEEDEEESDAVVSQVLDELGLSLTDELSNLPSTGGSLSVAAGGKKAEAAASALADADADLEERLKNLRRD. The miRNA is hsa-miR-500a-3p with sequence AUGCACCUGGGCAAGGAUUCUG. (5) The miRNA is hsa-miR-4330 with sequence CCUCAGAUCAGAGCCUUGC. The protein sequence of the target gene is MAMSLQGSRRASAGSRRRTSPPVSVRDAYGTSSLSSSSNSGSCKGSDSSPTPRRSMKYTLCSDNHGIKPPTPEQYLTPLQQKEVCIRHLKARLKDTQDRLQDRDTEIDDLKTQLSRMQEDWIEEECHRVEAQLALKEARKEIRQLKQVIDTVKNNLIDKDKGLQKYFVDINIQNKKLETLLHSMEVAQNGVAKEEGTGESAGGSPARSLTRSSTYTKLSDPAVCGDRQPGDPSNTSAEDGADSGYVAADDTLSRTDALEASSLLSSGVDCGLEEASLHSSFNLGPRFPASNTYEKLLCGM.... Result: 0 (no interaction). (6) The miRNA is mmu-miR-320-3p with sequence AAAAGCUGGGUUGAGAGGGCGA. The protein sequence of the target gene is MSRQVVRSSKFRHVFGQPAKADQCYEDVRVSQTTWDSGFCAVNPKFMALICEASGGGAFLVLPLGKTGRVDKNVPLVCGHTAPVLDIAWCPHNDNVIASGSEDCTVMVWEIPDGGLVLPLREPVITLEGHTKRVGIVAWHPTAQNVLLSAGCDNVILVWDVGTGAAVLTLGPDVHPDTIYSVDWSRDGALICTSCRDKRVRVIEPRKGTVVAEKDRPHEGTRPVHAVFVSEGKILTTGFSRMSERQVALWDTKHLEEPLSLQELDTSSGVLLPFFDPDTNIVYLCGKGDSSIRYFEITSE.... Result: 1 (interaction).